This data is from Forward reaction prediction with 1.9M reactions from USPTO patents (1976-2016). The task is: Predict the product of the given reaction. (1) Given the reactants Br[C:2]1[S:3][CH:4]=[CH:5][N:6]=1.[Li]CCCC.[C:12]([O:16][C:17]([N:19]1[CH2:24][CH2:23][C:22](=[O:25])[CH2:21][CH2:20]1)=[O:18])([CH3:15])([CH3:14])[CH3:13].O, predict the reaction product. The product is: [C:12]([O:16][C:17]([N:19]1[CH2:24][CH2:23][C:22]([OH:25])([C:2]2[S:3][CH:4]=[CH:5][N:6]=2)[CH2:21][CH2:20]1)=[O:18])([CH3:15])([CH3:13])[CH3:14]. (2) Given the reactants [N+:1]([C:4]1[CH:9]=[CH:8][C:7]([S:10][C:11]2[CH:12]=[C:13]([CH:16]=[CH:17][CH:18]=2)[CH:14]=O)=[CH:6][CH:5]=1)([O-:3])=[O:2].[C@@H:19]1([NH2:29])[C:28]2[C:23](=[CH:24][CH:25]=[CH:26][CH:27]=2)[CH2:22][CH2:21][CH2:20]1, predict the reaction product. The product is: [N+:1]([C:4]1[CH:9]=[CH:8][C:7]([S:10][C:11]2[CH:12]=[C:13]([CH:16]=[CH:17][CH:18]=2)[CH2:14][NH:29][C@@H:19]2[C:28]3[C:23](=[CH:24][CH:25]=[CH:26][CH:27]=3)[CH2:22][CH2:21][CH2:20]2)=[CH:6][CH:5]=1)([O-:3])=[O:2]. (3) Given the reactants [CH3:1][C:2]1[C:7]([CH3:8])=[CH:6][CH:5]=[CH:4][C:3]=1[C:9]1[N:14]=[C:13]([NH2:15])[N:12]=[C:11](Cl)[CH:10]=1.[F:17][C:18]1[CH:19]=[C:20]([NH:25][CH2:26][CH2:27][NH2:28])[CH:21]=[CH:22][C:23]=1[CH3:24].C(N(C(C)C)CC)(C)C, predict the reaction product. The product is: [CH3:1][C:2]1[C:7]([CH3:8])=[CH:6][CH:5]=[CH:4][C:3]=1[C:9]1[N:14]=[C:13]([NH2:15])[N:12]=[C:11]([NH:28][CH2:27][CH2:26][NH:25][C:20]2[CH:21]=[CH:22][C:23]([CH3:24])=[C:18]([F:17])[CH:19]=2)[CH:10]=1. (4) The product is: [CH:1]([C:4]1[CH:5]=[CH:6][C:7]([C:10]2[NH:14][C:13]([C:15]3[CH:16]=[C:17]([CH:22]=[CH:23][CH:24]=3)[C:18]([OH:20])=[O:19])=[CH:12][N:11]=2)=[CH:8][CH:9]=1)([CH3:3])[CH3:2]. Given the reactants [CH:1]([C:4]1[CH:9]=[CH:8][C:7]([C:10]2[NH:14][C:13]([C:15]3[CH:16]=[C:17]([CH:22]=[CH:23][CH:24]=3)[C:18]([O:20]C)=[O:19])=[CH:12][N:11]=2)=[CH:6][CH:5]=1)([CH3:3])[CH3:2].O[Li].O.C(O)(=O)C, predict the reaction product. (5) Given the reactants [F:1][C:2]1[CH:3]=[CH:4][C:5]([CH3:8])=[N:6][CH:7]=1.NC1C=CC(C)=NC=1.N(OCCCC)=[O:18].CCOCC, predict the reaction product. The product is: [F:1][C:2]1[CH:7]=[N+:6]([O-:18])[C:5]([CH3:8])=[CH:4][CH:3]=1. (6) Given the reactants FC(F)(F)C([NH:5][CH2:6][CH2:7][CH2:8][N:9]([CH2:65][CH2:66][CH2:67][NH:68]C(=O)C(F)(F)F)[CH2:10][CH2:11][CH2:12][N:13](C(=O)C(F)(F)F)[CH2:14][C:15]([NH:17][CH2:18][CH:19]1[CH2:23][O:22][CH:21]([O:24][CH2:25][CH2:26][CH2:27][C:28]([N:30]([CH2:45][CH2:46][CH2:47][CH2:48][CH2:49][CH2:50][CH2:51][CH2:52][CH2:53][CH2:54][CH2:55][CH2:56][CH2:57][CH3:58])[CH2:31][CH2:32][CH2:33][CH2:34][CH2:35][CH2:36][CH2:37][CH2:38][CH2:39][CH2:40][CH2:41][CH2:42][CH2:43][CH3:44])=[O:29])[O:20]1)=[O:16])=O.[OH-].[Na+], predict the reaction product. The product is: [NH2:5][CH2:6][CH2:7][CH2:8][N:9]([CH2:65][CH2:66][CH2:67][NH2:68])[CH2:10][CH2:11][CH2:12][NH:13][CH2:14][C:15]([NH:17][CH2:18][CH:19]1[CH2:23][O:22][CH:21]([O:24][CH2:25][CH2:26][CH2:27][C:28]([N:30]([CH2:31][CH2:32][CH2:33][CH2:34][CH2:35][CH2:36][CH2:37][CH2:38][CH2:39][CH2:40][CH2:41][CH2:42][CH2:43][CH3:44])[CH2:45][CH2:46][CH2:47][CH2:48][CH2:49][CH2:50][CH2:51][CH2:52][CH2:53][CH2:54][CH2:55][CH2:56][CH2:57][CH3:58])=[O:29])[O:20]1)=[O:16]. (7) The product is: [C:62]([C:52]1[C:53]([CH2:58][CH:59]([CH3:61])[CH3:60])=[N:54][C:55]2[C:50]([C:51]=1[C:64]1[CH:69]=[CH:68][C:67]([CH3:70])=[CH:66][CH:65]=1)=[CH:49][C:48]([NH:73][CH2:72][CH2:71][NH:74][C:81](=[O:82])[O:83][C:84]([CH3:87])([CH3:86])[CH3:85])=[CH:57][CH:56]=2)#[N:63]. Given the reactants C1(P(C2C=CC=CC=2)C2C=CC3C(=CC=CC=3)C=2C2C3C(=CC=CC=3)C=CC=2P(C2C=CC=CC=2)C2C=CC=CC=2)C=CC=CC=1.Br[C:48]1[CH:49]=[C:50]2[C:55](=[CH:56][CH:57]=1)[N:54]=[C:53]([CH2:58][CH:59]([CH3:61])[CH3:60])[C:52]([C:62]#[N:63])=[C:51]2[C:64]1[CH:69]=[CH:68][C:67]([CH3:70])=[CH:66][CH:65]=1.[CH2:71]([NH2:74])[CH2:72][NH2:73].CC(C)([O-])C.[Na+].[C:81](OC(OC(C)(C)C)=O)([O:83][C:84]([CH3:87])([CH3:86])[CH3:85])=[O:82], predict the reaction product.